Dataset: Peptide-MHC class I binding affinity with 185,985 pairs from IEDB/IMGT. Task: Regression. Given a peptide amino acid sequence and an MHC pseudo amino acid sequence, predict their binding affinity value. This is MHC class I binding data. (1) The peptide sequence is SALWMPDLF. The MHC is H-2-Kb with pseudo-sequence H-2-Kb. The binding affinity (normalized) is 0.456. (2) The peptide sequence is FFSYLMKDK. The MHC is HLA-A68:01 with pseudo-sequence HLA-A68:01. The binding affinity (normalized) is 0.119. (3) The peptide sequence is ASSMINGVVK. The MHC is HLA-A11:01 with pseudo-sequence HLA-A11:01. The binding affinity (normalized) is 0.661. (4) The peptide sequence is VPHISRQRL. The MHC is HLA-B51:01 with pseudo-sequence HLA-B51:01. The binding affinity (normalized) is 0.212. (5) The peptide sequence is GLYNHNNTTY. The MHC is HLA-A68:01 with pseudo-sequence HLA-A68:01. The binding affinity (normalized) is 0.367. (6) The peptide sequence is SMNYPNSYK. The MHC is HLA-A80:01 with pseudo-sequence HLA-A80:01. The binding affinity (normalized) is 0.0847. (7) The MHC is Mamu-A11 with pseudo-sequence Mamu-A11. The binding affinity (normalized) is 0.0707. The peptide sequence is AVNLWVTVY. (8) The peptide sequence is SSSIDVDKR. The MHC is HLA-A31:01 with pseudo-sequence HLA-A31:01. The binding affinity (normalized) is 0.159. (9) The peptide sequence is STNTLPTEY. The MHC is HLA-A68:02 with pseudo-sequence HLA-A68:02. The binding affinity (normalized) is 0.0847. (10) The peptide sequence is PISDYSAEV. The MHC is HLA-A02:06 with pseudo-sequence HLA-A02:06. The binding affinity (normalized) is 0.266.